This data is from Forward reaction prediction with 1.9M reactions from USPTO patents (1976-2016). The task is: Predict the product of the given reaction. (1) Given the reactants [OH:1][C:2]1[CH:7]=[CH:6][C:5]([CH2:8][C@@H:9]([N:33](C)[C:34](=O)OC(C)(C)C)[C:10](=[O:32])[NH:11][C:12]2[CH:13]=[C:14]3[C:30](=[O:31])[NH:29][N:28]=[CH:27][C:16]4=[C:17]([C:21]5[CH:26]=[CH:25][CH:24]=[CH:23][CH:22]=5)[NH:18][C:19]([CH:20]=2)=[C:15]34)=[CH:4][CH:3]=1.[ClH:42].C(N(CC)CC)C, predict the reaction product. The product is: [ClH:42].[OH:1][C:2]1[CH:7]=[CH:6][C:5]([CH2:8][C@@H:9]([NH:33][CH3:34])[C:10]([NH:11][C:12]2[CH:13]=[C:14]3[C:30](=[O:31])[NH:29][N:28]=[CH:27][C:16]4=[C:17]([C:21]5[CH:26]=[CH:25][CH:24]=[CH:23][CH:22]=5)[NH:18][C:19]([CH:20]=2)=[C:15]34)=[O:32])=[CH:4][CH:3]=1. (2) Given the reactants [CH:1]1([CH:7]([C:9]2[C:10]([CH3:22])=[N:11][N:12]([C:14]3[CH:19]=[CH:18][C:17]([O:20][CH3:21])=[CH:16][CH:15]=3)[CH:13]=2)O)[CH2:6][CH2:5][CH2:4][CH2:3][CH2:2]1.[NH2:23][C:24]1[CH:29]=[CH:28][C:27]([C:30]([N:32]([CH3:40])[CH2:33][CH2:34][C:35]([O:37]CC)=[O:36])=[O:31])=[CH:26][CH:25]=1, predict the reaction product. The product is: [CH:1]1([CH:7]([NH:23][C:24]2[CH:25]=[CH:26][C:27]([C:30]([N:32]([CH3:40])[CH2:33][CH2:34][C:35]([OH:37])=[O:36])=[O:31])=[CH:28][CH:29]=2)[C:9]2[C:10]([CH3:22])=[N:11][N:12]([C:14]3[CH:19]=[CH:18][C:17]([O:20][CH3:21])=[CH:16][CH:15]=3)[CH:13]=2)[CH2:6][CH2:5][CH2:4][CH2:3][CH2:2]1. (3) Given the reactants [CH3:1][C:2]1[CH:3]=[C:4]([C:11](=[O:13])[CH3:12])[CH:5]=[CH:6][C:7]=1[N+:8]([O-:10])=[O:9].[H-].[Na+].[F:16][C:17]([F:24])([F:23])[C:18](OCC)=[O:19], predict the reaction product. The product is: [F:16][C:17]([F:24])([F:23])[C:18](=[O:19])[CH2:12][C:11]([C:4]1[CH:5]=[CH:6][C:7]([N+:8]([O-:10])=[O:9])=[C:2]([CH3:1])[CH:3]=1)=[O:13]. (4) Given the reactants [Cl:1][C:2]1[CH:3]=[C:4]([C:14]2[N:23]=[CH:22][C:21]3[CH2:20][CH2:19][CH:18]=[C:17]([O:24]CC)[C:16]=3[N:15]=2)[CH:5]=[CH:6][C:7]=1[N:8]1[CH2:13][CH2:12][O:11][CH2:10][CH2:9]1.C([O-])(O)=O.[Na+], predict the reaction product. The product is: [Cl:1][C:2]1[CH:3]=[C:4]([C:14]2[N:23]=[CH:22][C:21]3[CH2:20][CH2:19][CH2:18][C:17](=[O:24])[C:16]=3[N:15]=2)[CH:5]=[CH:6][C:7]=1[N:8]1[CH2:13][CH2:12][O:11][CH2:10][CH2:9]1. (5) The product is: [CH3:1][N:2]1[CH2:11][CH2:10][C:9]2[C:4]3=[C:5]([CH2:12][CH:13]([N:34]4[CH2:35][CH2:36][CH:31]([N:17]5[C:18]6[C:23](=[CH:22][CH:21]=[CH:20][CH:19]=6)[CH:24]([CH2:25][C:26]([O:28][CH2:29][CH3:30])=[O:27])[C:16]5=[O:15])[CH2:32][CH2:33]4)[CH:3]13)[CH:6]=[CH:7][CH:8]=2. Given the reactants [CH3:1][N:2]1[CH2:11][CH2:10][C:9]2[C:4]3=[C:5]([C:12](=O)[CH2:13][CH:3]13)[CH:6]=[CH:7][CH:8]=2.[O:15]=[C:16]1[CH:24]([CH2:25][C:26]([O:28][CH2:29][CH3:30])=[O:27])[C:23]2[C:18](=[CH:19][CH:20]=[CH:21][CH:22]=2)[N:17]1[CH:31]1[CH2:36][CH2:35][NH:34][CH2:33][CH2:32]1.C([BH3-])#N.[Na+], predict the reaction product. (6) Given the reactants Cl[C:2]1[NH:6][C:5]2[CH:7]=[C:8]([CH3:11])[CH:9]=[CH:10][C:4]=2[N:3]=1.[F:12][C:13]([F:27])([F:26])[C:14]1[C:15]([N:20]2[CH2:25][CH2:24][NH:23][CH2:22][CH2:21]2)=[N:16][CH:17]=[CH:18][CH:19]=1, predict the reaction product. The product is: [CH3:11][C:8]1[CH:9]=[CH:10][C:4]2[N:3]=[C:2]([N:23]3[CH2:24][CH2:25][N:20]([C:15]4[C:14]([C:13]([F:27])([F:12])[F:26])=[CH:19][CH:18]=[CH:17][N:16]=4)[CH2:21][CH2:22]3)[NH:6][C:5]=2[CH:7]=1. (7) Given the reactants [F:1][C:2]1[CH:7]=[CH:6][C:5]([C:8]2[S:9][C:10]([C:23]3[CH:28]=[CH:27][C:26]([CH:29]4[CH2:32][N:31](C(OC(C)(C)C)=O)[CH2:30]4)=[CH:25][CH:24]=3)=[C:11]([C@@H:13]3[CH2:18][CH2:17][CH2:16][CH2:15][C@H:14]3[C:19]([O:21][CH3:22])=[O:20])[N:12]=2)=[CH:4][CH:3]=1.[F:40][C:41]([F:46])([F:45])[C:42]([OH:44])=[O:43], predict the reaction product. The product is: [F:40][C:41]([F:46])([F:45])[C:42]([O-:44])=[O:43].[F:1][C:2]1[CH:7]=[CH:6][C:5]([C:8]2[S:9][C:10]([C:23]3[CH:24]=[CH:25][C:26]([CH:29]4[CH2:30][NH2+:31][CH2:32]4)=[CH:27][CH:28]=3)=[C:11]([C@@H:13]3[CH2:18][CH2:17][CH2:16][CH2:15][C@H:14]3[C:19]([O:21][CH3:22])=[O:20])[N:12]=2)=[CH:4][CH:3]=1.